From a dataset of Full USPTO retrosynthesis dataset with 1.9M reactions from patents (1976-2016). Predict the reactants needed to synthesize the given product. (1) The reactants are: CC1(C)C(C)(C)OB([C:9]2[CH:22]=[C:21]3[C:12]([C:13]4[CH:14]=[CH:15][C:16]([C:23]5[CH:24]=[CH:25][C:26]6[N:30]=[C:29]([C@@H:31]7[CH2:35][CH2:34][CH2:33][N:32]7[C:36]([O:38][C:39]([CH3:42])([CH3:41])[CH3:40])=[O:37])[NH:28][C:27]=6[CH:43]=5)=[CH:17][C:18]=4[CH2:19][CH2:20]3)=[CH:11][CH:10]=2)O1.Br[C:46]1[NH:50][C:49]([C@@H:51]2[CH2:55][CH2:54][CH2:53][N:52]2[C:56](=[O:66])[C@@H:57]([NH:61][C:62](=[O:65])[O:63][CH3:64])[CH:58]([CH3:60])[CH3:59])=[N:48][CH:47]=1.P([O-])([O-])([O-])=O.[K+].[K+].[K+].C(COC)OC. Given the product [CH3:64][O:63][C:62]([NH:61][C@@H:57]([CH:58]([CH3:60])[CH3:59])[C:56]([N:52]1[CH2:53][CH2:54][CH2:55][C@H:51]1[C:49]1[NH:50][C:46]([C:9]2[CH:22]=[C:21]3[C:12]([C:13]4[CH:14]=[CH:15][C:16]([C:23]5[CH:24]=[CH:25][C:26]6[N:30]=[C:29]([C@@H:31]7[CH2:35][CH2:34][CH2:33][N:32]7[C:36]([O:38][C:39]([CH3:41])([CH3:40])[CH3:42])=[O:37])[NH:28][C:27]=6[CH:43]=5)=[CH:17][C:18]=4[CH2:19][CH2:20]3)=[CH:11][CH:10]=2)=[CH:47][N:48]=1)=[O:66])=[O:65], predict the reactants needed to synthesize it. (2) Given the product [CH:13]1([N:12]2[C:26]3[CH2:27][CH2:28][CH:23]([CH:20]4[CH2:19][CH2:18][O:17][CH2:22][CH2:21]4)[CH2:24][C:25]=3[C:2]3[C:11]2=[CH:10][CH:9]=[C:4]([C:5]([O:7][CH3:8])=[O:6])[CH:3]=3)[CH2:16][CH2:15][CH2:14]1, predict the reactants needed to synthesize it. The reactants are: Cl[C:2]1[CH:3]=[C:4]([CH:9]=[CH:10][C:11]=1[NH:12][CH:13]1[CH2:16][CH2:15][CH2:14]1)[C:5]([O:7][CH3:8])=[O:6].[O:17]1[CH2:22][CH2:21][CH:20]([CH:23]2[CH2:28][CH2:27][C:26](=O)[CH2:25][CH2:24]2)[CH2:19][CH2:18]1.C(O)(=O)C.S([O-])([O-])(=O)=O.[Mg+2].P([O-])([O-])([O-])=O.[K+].[K+].[K+].